From a dataset of Forward reaction prediction with 1.9M reactions from USPTO patents (1976-2016). Predict the product of the given reaction. (1) Given the reactants [C:1]([O:5][C:6]([N:8]1[CH2:13][CH2:12][C:11]([CH:20]2[CH2:25][CH2:24][CH2:23][CH2:22][CH2:21]2)([CH2:14][CH2:15][C:16](OC)=[O:17])[CH2:10][CH2:9]1)=[O:7])([CH3:4])([CH3:3])[CH3:2].[H-].C([Al+]CC(C)C)C(C)C, predict the reaction product. The product is: [C:1]([O:5][C:6]([N:8]1[CH2:9][CH2:10][C:11]([CH:20]2[CH2:21][CH2:22][CH2:23][CH2:24][CH2:25]2)([CH2:14][CH2:15][CH:16]=[O:17])[CH2:12][CH2:13]1)=[O:7])([CH3:4])([CH3:2])[CH3:3]. (2) Given the reactants [F:1][C:2]1[CH:7]=[C:6]([N:8]2[C:12]([C:13]3[CH:18]=[CH:17][C:16](Br)=[C:15]([C:20]([F:23])([F:22])[F:21])[CH:14]=3)=[CH:11][C:10]([C:24]([F:27])([F:26])[F:25])=[N:9]2)[CH:5]=[CH:4][C:3]=1[S:28]([NH2:31])(=[O:30])=[O:29].C([Sn](CCCC)(CCCC)[C:37]1[N:38]=[CH:39][S:40][CH:41]=1)CCC.[Cl-].[Li+], predict the reaction product. The product is: [F:1][C:2]1[CH:7]=[C:6]([N:8]2[C:12]([C:13]3[CH:18]=[CH:17][C:16]([C:37]4[N:38]=[CH:39][S:40][CH:41]=4)=[C:15]([C:20]([F:23])([F:22])[F:21])[CH:14]=3)=[CH:11][C:10]([C:24]([F:27])([F:26])[F:25])=[N:9]2)[CH:5]=[CH:4][C:3]=1[S:28]([NH2:31])(=[O:30])=[O:29]. (3) Given the reactants C(OC(=O)[NH:7][C:8]1[CH:13]=[C:12]([CH3:14])[C:11]([C:15]([F:18])([F:17])[F:16])=[CH:10][C:9]=1[NH2:19])(C)(C)C.C(O[C:26](=[O:49])[CH2:27][C:28](=O)[C:29]1[CH:34]=[CH:33][CH:32]=[C:31]([C:35]2[S:36][CH:37]=[C:38]([CH2:40][O:41]C3CCCCO3)[N:39]=2)[CH:30]=1)(C)(C)C, predict the reaction product. The product is: [OH:41][CH2:40][C:38]1[N:39]=[C:35]([C:31]2[CH:30]=[C:29]([C:28]3[CH2:27][C:26](=[O:49])[NH:19][C:9]4[CH:10]=[C:11]([C:15]([F:16])([F:17])[F:18])[C:12]([CH3:14])=[CH:13][C:8]=4[N:7]=3)[CH:34]=[CH:33][CH:32]=2)[S:36][CH:37]=1. (4) Given the reactants C(OC([NH:11][C:12]([CH3:28])([CH3:27])[CH:13]=[C:14]([NH:19][C:20]([O:22][C:23]([CH3:26])([CH3:25])[CH3:24])=[O:21])[C:15](OC)=[O:16])=O)C1C=CC=CC=1, predict the reaction product. The product is: [CH3:27][C:12]1([CH3:28])[NH:11][C:15](=[O:16])[CH:14]([NH:19][C:20](=[O:21])[O:22][C:23]([CH3:26])([CH3:25])[CH3:24])[CH2:13]1. (5) Given the reactants [CH3:1][C:2]1([C:7]2[O:11][C:10]([CH2:12][N:13]3[CH:17]=[CH:16][C:15]([NH2:18])=[N:14]3)=[CH:9][CH:8]=2)[O:6]CCO1.[CH3:19][C:20]1[CH:21]=[C:22]([C:26]2[O:30][CH:29]=[N:28][C:27]=2[C:31](O)=[O:32])[CH:23]=[CH:24][CH:25]=1, predict the reaction product. The product is: [C:2]([C:7]1[O:11][C:10]([CH2:12][N:13]2[CH:17]=[CH:16][C:15]([NH:18][C:31]([C:27]3[N:28]=[CH:29][O:30][C:26]=3[C:22]3[CH:21]=[C:20]([CH3:19])[CH:25]=[CH:24][CH:23]=3)=[O:32])=[N:14]2)=[CH:9][CH:8]=1)(=[O:6])[CH3:1].